This data is from Catalyst prediction with 721,799 reactions and 888 catalyst types from USPTO. The task is: Predict which catalyst facilitates the given reaction. (1) Reactant: Cl.Cl.[CH3:3][C@H:4]1[CH2:9][NH:8][CH2:7][C@H:6]([CH3:10])[NH:5]1.C(N(CC)CC)C.[C:18]([O:22][C:23](O[C:23]([O:22][C:18]([CH3:21])([CH3:20])[CH3:19])=[O:24])=[O:24])([CH3:21])([CH3:20])[CH3:19]. Product: [CH3:10][C@@H:6]1[NH:5][C@@H:4]([CH3:3])[CH2:9][N:8]([C:23]([O:22][C:18]([CH3:21])([CH3:20])[CH3:19])=[O:24])[CH2:7]1. The catalyst class is: 2. (2) Reactant: [Br:1][C:2]1[CH:3]=[CH:4][CH:5]=[C:6]2[C:10]=1[NH:9][C:8](=[O:11])[C:7]2([C:14]1[C:22](O)=[CH:21][C:17]2[O:18][CH2:19][O:20][C:16]=2[CH:15]=1)[CH2:12][OH:13].C(P(CCCC)CCCC)CCC.N(C(OC(C)(C)C)=O)=NC(OC(C)(C)C)=O. Product: [Br:1][C:2]1[CH:3]=[CH:4][CH:5]=[C:6]2[C:10]=1[NH:9][C:8](=[O:11])[C:7]12[C:14]2=[CH:15][C:16]3[O:20][CH2:19][O:18][C:17]=3[CH:21]=[C:22]2[O:13][CH2:12]1. The catalyst class is: 7. (3) Reactant: C1COCC1.C([Si](C)(C)[O:11][CH2:12][CH2:13][N:14]1[CH2:19][CH2:18][CH:17]([N:20]2[CH:24]=[C:23]([C:25]3[CH:26]=[CH:27][C:28]4[N:29]([C:31]([CH2:34][C:35]5[CH:36]=[C:37]6[C:42](=[CH:43][C:44]=5[F:45])[N:41]=[CH:40][CH:39]=[CH:38]6)=[CH:32][N:33]=4)[N:30]=3)[CH:22]=[N:21]2)[CH2:16][CH2:15]1)(C)(C)C.[F-].C([N+](CCCC)(CCCC)CCCC)CCC. Product: [F:45][C:44]1[CH:43]=[C:42]2[C:37]([CH:38]=[CH:39][CH:40]=[N:41]2)=[CH:36][C:35]=1[CH2:34][C:31]1[N:29]2[N:30]=[C:25]([C:23]3[CH:22]=[N:21][N:20]([CH:17]4[CH2:18][CH2:19][N:14]([CH2:13][CH2:12][OH:11])[CH2:15][CH2:16]4)[CH:24]=3)[CH:26]=[CH:27][C:28]2=[N:33][CH:32]=1. The catalyst class is: 25.